From a dataset of Full USPTO retrosynthesis dataset with 1.9M reactions from patents (1976-2016). Predict the reactants needed to synthesize the given product. (1) Given the product [C:17]([O:21][C:22]([N:6]1[CH2:7][CH2:8][NH:3][CH:4]([C:9]([OH:11])=[O:10])[CH2:5]1)=[O:23])([CH3:20])([CH3:19])[CH3:18], predict the reactants needed to synthesize it. The reactants are: Cl.Cl.[NH:3]1[CH2:8][CH2:7][NH:6][CH2:5][CH:4]1[C:9]([OH:11])=[O:10].C(=O)(O)[O-].[Na+].[C:17]([O:21][C:22](O[C:22]([O:21][C:17]([CH3:20])([CH3:19])[CH3:18])=[O:23])=[O:23])([CH3:20])([CH3:19])[CH3:18]. (2) Given the product [CH3:15][O:14][C:11]1[N:10]=[CH:9][C:8]([C:5]2[C:4]([NH2:16])=[CH:3][C:2]([N:17]3[CH2:22][CH2:21][O:20][CH2:19][CH2:18]3)=[CH:7][N:6]=2)=[CH:13][CH:12]=1, predict the reactants needed to synthesize it. The reactants are: Br[C:2]1[CH:3]=[C:4]([NH2:16])[C:5]([C:8]2[CH:9]=[N:10][C:11]([O:14][CH3:15])=[CH:12][CH:13]=2)=[N:6][CH:7]=1.[NH:17]1[CH2:22][CH2:21][O:20][CH2:19][CH2:18]1.C1(P(C2CCCCC2)C2(C(C)C)CC(C(C)C)=CC(C(C)C)=C2C2C=CC=CC=2)CCCCC1.CC(C1C=C(C(C)C)C(C2C=CC=CC=2P(C2CCCCC2)C2CCCCC2)=C(C(C)C)C=1)C.C[Si]([N-][Si](C)(C)C)(C)C.[Li+]. (3) Given the product [CH2:8]([O:10][C:11]([C:13]1[NH:14][CH:15]=[C:16]([CH2:18][CH2:19][CH2:20][C:21]2[CH:22]=[CH:23][CH:24]=[CH:25][CH:26]=2)[CH:17]=1)=[O:12])[CH3:9], predict the reactants needed to synthesize it. The reactants are: C([SiH](CC)CC)C.[CH2:8]([O:10][C:11]([C:13]1[NH:14][CH:15]=[C:16]([C:18](=O)[CH2:19][CH2:20][C:21]2[CH:26]=[CH:25][CH:24]=[CH:23][CH:22]=2)[CH:17]=1)=[O:12])[CH3:9]. (4) The reactants are: [Br:1]Br.[CH3:3][S:4][C:5]1[CH:6]=[CH:7][C:8]([C:11](=[O:14])[CH2:12][CH3:13])=[N:9][CH:10]=1.Br.C(=O)([O-])O.[Na+]. Given the product [Br:1][CH:12]([CH3:13])[C:11]([C:8]1[CH:7]=[CH:6][C:5]([S:4][CH3:3])=[CH:10][N:9]=1)=[O:14], predict the reactants needed to synthesize it. (5) Given the product [CH3:25][O:24][C:21](=[O:23])[CH2:22][CH:10]([C:8]1[CH:7]=[CH:6][CH:5]=[C:4]([N+:1]([O-:3])=[O:2])[CH:9]=1)[CH2:11][CH2:12][CH3:13], predict the reactants needed to synthesize it. The reactants are: [N+:1]([C:4]1[CH:5]=[CH:6][CH:7]=[C:8](/[C:10](=N/[S@@](C(C)(C)C)=O)/[CH2:11][CH2:12][CH3:13])[CH:9]=1)([O-:3])=[O:2].[C:21]([O:24][CH3:25])(=[O:23])[CH3:22]. (6) Given the product [Cl:20][C:21]1[C:26]([Cl:27])=[C:25]([N+:28]([O-:30])=[O:29])[CH:24]=[CH:23][C:22]=1[O:8][C:6]1[CH:5]=[CH:4][N:3]=[C:2]([NH2:1])[N:7]=1, predict the reactants needed to synthesize it. The reactants are: [NH2:1][C:2]1[N:7]=[C:6]([OH:8])[CH:5]=[CH:4][N:3]=1.C1CCN2C(=NCCC2)CC1.[Cl:20][C:21]1[C:26]([Cl:27])=[C:25]([N+:28]([O-:30])=[O:29])[CH:24]=[CH:23][C:22]=1F.C(O)(C(F)(F)F)=O. (7) Given the product [N+:11]([C:10]1[CH:9]=[C:8]2[C:4]([CH:5]=[N:6][N:7]2[CH2:14][O:15][CH2:16][CH2:17][Si:18]([CH3:21])([CH3:20])[CH3:19])=[CH:3][C:2]=1[C:38]1[CH:37]=[C:36]2[C:32](=[CH:31][CH:30]=1)[CH2:33][N:34]([C:39]([O:41][CH2:42][CH2:45][CH2:56][CH3:57])=[O:40])[CH2:35]2)([O-:13])=[O:12], predict the reactants needed to synthesize it. The reactants are: Br[C:2]1[CH:3]=[C:4]2[C:8](=[CH:9][C:10]=1[N+:11]([O-:13])=[O:12])[N:7]([CH2:14][O:15][CH2:16][CH2:17][Si:18]([CH3:21])([CH3:20])[CH3:19])[N:6]=[CH:5]2.CC1(C)C(C)(C)OB([C:30]2[CH:31]=[C:32]3[C:36](=[CH:37][CH:38]=2)[CH2:35][N:34]([C:39]([O:41][C:42]([CH3:45])(C)C)=[O:40])[CH2:33]3)O1.C(Cl)Cl.C([O-])([O-])=O.[K+].[K+].[C:56](OCC)(=O)[CH3:57]. (8) Given the product [CH3:19][N:20]1[CH2:21][CH2:22][CH:23]([N:26]2[CH2:31][CH2:30][N:29]([C:16](=[O:18])[CH2:15][N:12]3[CH:13]=[N:14][C:10]([NH:9][C:7]([C:5]4[S:6][C:2]([Cl:1])=[CH:3][CH:4]=4)=[O:8])=[N:11]3)[CH2:28][CH2:27]2)[CH2:24][CH2:25]1, predict the reactants needed to synthesize it. The reactants are: [Cl:1][C:2]1[S:6][C:5]([C:7]([NH:9][C:10]2[N:14]=[CH:13][N:12]([CH2:15][C:16]([OH:18])=O)[N:11]=2)=[O:8])=[CH:4][CH:3]=1.[CH3:19][N:20]1[CH2:25][CH2:24][CH:23]([N:26]2[CH2:31][CH2:30][NH:29][CH2:28][CH2:27]2)[CH2:22][CH2:21]1. (9) The reactants are: [OH:1][CH2:2][CH2:3][O:4][C:5]1[CH:10]=[CH:9][C:8]([N:11]=[N:12][C:13]2[CH:18]=[CH:17][C:16]([C:19]#[N:20])=[CH:15][CH:14]=2)=[CH:7][C:6]=1[C:21]#[N:22].C(N(CC)CC)C.[C:30](Cl)(=[O:34])[C:31]([CH3:33])=[CH2:32]. Given the product [C:30]([O:1][CH2:2][CH2:3][O:4][C:5]1[CH:10]=[CH:9][C:8]([N:11]=[N:12][C:13]2[CH:18]=[CH:17][C:16]([C:19]#[N:20])=[CH:15][CH:14]=2)=[CH:7][C:6]=1[C:21]#[N:22])(=[O:34])[C:31]([CH3:33])=[CH2:32], predict the reactants needed to synthesize it. (10) Given the product [Cl:38][C:13]1[N:12]=[C:11]([C:10]2[C:4]3[C:5](=[N:6][CH:7]=[C:2]([F:1])[CH:3]=3)[N:8]([CH2:27][C:28]3[CH:33]=[CH:32][CH:31]=[CH:30][C:29]=3[F:34])[N:9]=2)[N:19]=[C:18]2[C:14]=1[N:15]([CH2:21][C:22]([F:25])([F:24])[F:23])[C:16](=[O:20])[NH:17]2, predict the reactants needed to synthesize it. The reactants are: [F:1][C:2]1[CH:3]=[C:4]2[C:10]([C:11]3[N:19]=[C:18]4[C:14]([N:15]([CH2:21][C:22]([F:25])([F:24])[F:23])[C:16](=[O:20])[NH:17]4)=[C:13](I)[N:12]=3)=[N:9][N:8]([CH2:27][C:28]3[CH:33]=[CH:32][CH:31]=[CH:30][C:29]=3[F:34])[C:5]2=[N:6][CH:7]=1.O.P(Cl)(Cl)([Cl:38])=O.